This data is from Reaction yield outcomes from USPTO patents with 853,638 reactions. The task is: Predict the reaction yield, written as a fraction of the theoretical maximum amount of product (1.0 means a 100% yield; for example, 0.34 means a 34% yield). (1) The reactants are [Cl:1][C:2]1[CH:3]=[CH:4][C:5]2[O:9][CH:8]([CH2:10][N:11]3[CH2:16][CH2:15][NH:14][CH2:13][CH2:12]3)[CH2:7][C:6]=2[CH:17]=1.C(N(CC)CC)C.[Cl:25][CH2:26][C:27](Cl)=[O:28]. The catalyst is ClCCl. The product is [Cl:25][CH2:26][C:27]([N:14]1[CH2:13][CH2:12][N:11]([CH2:10][CH:8]2[CH2:7][C:6]3[CH:17]=[C:2]([Cl:1])[CH:3]=[CH:4][C:5]=3[O:9]2)[CH2:16][CH2:15]1)=[O:28]. The yield is 0.590. (2) The reactants are [H][H].[CH3:3][S:4]([O-:7])(=[O:6])=[O:5].C([N+:15]1(CC2C=CC=CC=2)[CH2:23][C:22]2[C:17](=[CH:18][CH:19]=[CH:20][C:21]=2[F:24])[CH2:16]1)C1C=CC=CC=1. The catalyst is [Pd].CO. The product is [F:24][C:21]1[CH:20]=[CH:19][CH:18]=[C:17]2[C:22]=1[CH2:23][NH:15][CH:16]2[CH2:3][S:4]([OH:7])(=[O:6])=[O:5]. The yield is 0.970. (3) The reactants are [H-].[Al+3].[Li+].[H-].[H-].[H-].[NH:7]1[C:15]2[C:10](=[CH:11][CH:12]=[C:13]3[CH2:19][CH2:18][CH2:17][CH2:16][C:14]3=2)[C:9](=O)[C:8]1=O.O.[OH-].[Na+]. The catalyst is O1CCCC1. The product is [NH:7]1[C:15]2[C:10](=[CH:11][CH:12]=[C:13]3[CH2:19][CH2:18][CH2:17][CH2:16][C:14]3=2)[CH:9]=[CH:8]1. The yield is 0.620. (4) The reactants are [CH:1]1([C:4]([C:6]2[CH:11]=[CH:10][C:9]([CH2:12][C:13]([OH:15])=[O:14])=[CH:8][CH:7]=2)=[O:5])[CH2:3][CH2:2]1.[CH2:16](O)[CH3:17]. The catalyst is S(=O)(=O)(O)O. The product is [CH:1]1([C:4]([C:6]2[CH:11]=[CH:10][C:9]([CH2:12][C:13]([O:15][CH2:16][CH3:17])=[O:14])=[CH:8][CH:7]=2)=[O:5])[CH2:2][CH2:3]1. The yield is 0.880. (5) The reactants are [CH2:1]([O:8][C:9]1[CH:10]=[C:11]2[C:16](=[CH:17][C:18]=1[O:19][CH3:20])[N:15]=[CH:14][C:13]([C:21]([O:23]CC)=[O:22])=[C:12]2[Cl:26])[C:2]1[CH:7]=[CH:6][CH:5]=[CH:4][CH:3]=1.[OH-].[Na+]. The catalyst is O1CCCC1.CO. The product is [CH2:1]([O:8][C:9]1[CH:10]=[C:11]2[C:16](=[CH:17][C:18]=1[O:19][CH3:20])[N:15]=[CH:14][C:13]([C:21]([OH:23])=[O:22])=[C:12]2[Cl:26])[C:2]1[CH:3]=[CH:4][CH:5]=[CH:6][CH:7]=1. The yield is 1.00. (6) The reactants are [O:1]([C@H:9]([CH3:13])[CH2:10][CH2:11][OH:12])[Si:2]([C:5]([CH3:8])([CH3:7])[CH3:6])([CH3:4])[CH3:3].C[Si]([N-][Si](C)(C)C)(C)C.[Na+].[F:24][C:25]1[CH:26]=[C:27]([N:32]2[C:37](=[O:38])[C:36](Br)=[C:35]([Br:40])[CH:34]=[N:33]2)[CH:28]=[CH:29][C:30]=1[F:31]. The catalyst is C1COCC1. The product is [F:24][C:25]1[CH:26]=[C:27]([N:32]2[C:37](=[O:38])[C:36]([O:12][CH2:11][CH2:10][C@H:9]([O:1][Si:2]([C:5]([CH3:6])([CH3:7])[CH3:8])([CH3:4])[CH3:3])[CH3:13])=[C:35]([Br:40])[CH:34]=[N:33]2)[CH:28]=[CH:29][C:30]=1[F:31]. The yield is 0.510. (7) The reactants are [NH2:1][C:2]1[N:3]=[C:4]([NH2:13])[C:5]2[N:11]=[C:10](Cl)[CH:9]=[CH:8][C:6]=2[N:7]=1.C([O-])([O-])=O.[K+].[K+].[CH3:20][O:21][C:22]1[CH:27]=[C:26](B2OC(C)(C)C(C)(C)O2)[CH:25]=[CH:24][C:23]=1[OH:37]. The product is [NH2:1][C:2]1[N:3]=[C:4]([NH2:13])[C:5]2[N:11]=[C:10]([C:26]3[CH:25]=[CH:24][C:23]([OH:37])=[C:22]([O:21][CH3:20])[CH:27]=3)[CH:9]=[CH:8][C:6]=2[N:7]=1. The catalyst is O1CCOCC1.O.C1C=CC([P]([Pd]([P](C2C=CC=CC=2)(C2C=CC=CC=2)C2C=CC=CC=2)([P](C2C=CC=CC=2)(C2C=CC=CC=2)C2C=CC=CC=2)[P](C2C=CC=CC=2)(C2C=CC=CC=2)C2C=CC=CC=2)(C2C=CC=CC=2)C2C=CC=CC=2)=CC=1. The yield is 0.690.